Dataset: Peptide-MHC class II binding affinity with 134,281 pairs from IEDB. Task: Regression. Given a peptide amino acid sequence and an MHC pseudo amino acid sequence, predict their binding affinity value. This is MHC class II binding data. (1) The peptide sequence is VVPSHVSSILDMGQG. The MHC is DRB1_0101 with pseudo-sequence DRB1_0101. The binding affinity (normalized) is 0.261. (2) The peptide sequence is YDKFLANVSTVLTDK. The binding affinity (normalized) is 0.886. The MHC is DRB1_0101 with pseudo-sequence DRB1_0101. (3) The peptide sequence is ARNVRFLPTAAAAQG. The MHC is HLA-DPA10103-DPB10401 with pseudo-sequence HLA-DPA10103-DPB10401. The binding affinity (normalized) is 0.134. (4) The peptide sequence is KKPFALLLVLAGWLFHV. The MHC is DRB1_0801 with pseudo-sequence DRB1_0801. The binding affinity (normalized) is 0.293. (5) The peptide sequence is EPIAAYHFDLSGKAF. The MHC is HLA-DPA10301-DPB10402 with pseudo-sequence HLA-DPA10301-DPB10402. The binding affinity (normalized) is 0.213. (6) The peptide sequence is MASHIHLVIHRIRTL. The MHC is HLA-DQA10102-DQB10501 with pseudo-sequence HLA-DQA10102-DQB10501. The binding affinity (normalized) is 0.677. (7) The peptide sequence is ELNLLDKRQFELYKR. The MHC is DRB1_1101 with pseudo-sequence DRB1_1101. The binding affinity (normalized) is 0.680. (8) The peptide sequence is GEVEIQFRRVKCKYP. The MHC is DRB1_0701 with pseudo-sequence DRB1_0701. The binding affinity (normalized) is 0.335. (9) The peptide sequence is YQGVQQKWDATATEL. The MHC is DRB1_0405 with pseudo-sequence DRB1_0405. The binding affinity (normalized) is 0.321.